This data is from Forward reaction prediction with 1.9M reactions from USPTO patents (1976-2016). The task is: Predict the product of the given reaction. Given the reactants Cl[C:2]1[N:7]=[CH:6][C:5]([S:8]([N:11]2[CH2:20][CH2:19][C:18]3[C@:13]([CH2:31][O:32][CH3:33])([CH2:14][C:15]4[CH:23]=[N:22][N:21]([C:24]5[CH:29]=[CH:28][C:27]([F:30])=[CH:26][CH:25]=5)[C:16]=4[CH:17]=3)[CH2:12]2)(=[O:10])=[O:9])=[CH:4][CH:3]=1.[NH:34]1[CH2:37][CH2:36][CH2:35]1, predict the reaction product. The product is: [N:34]1([C:2]2[N:7]=[CH:6][C:5]([S:8]([N:11]3[CH2:20][CH2:19][C:18]4[C@:13]([CH2:31][O:32][CH3:33])([CH2:14][C:15]5[CH:23]=[N:22][N:21]([C:24]6[CH:29]=[CH:28][C:27]([F:30])=[CH:26][CH:25]=6)[C:16]=5[CH:17]=4)[CH2:12]3)(=[O:10])=[O:9])=[CH:4][CH:3]=2)[CH2:37][CH2:36][CH2:35]1.